Dataset: Forward reaction prediction with 1.9M reactions from USPTO patents (1976-2016). Task: Predict the product of the given reaction. (1) Given the reactants [CH3:1][C:2]1[CH:3]=[C:4]([OH:9])[C:5](=[CH:7][CH:8]=1)[OH:6].Br[CH2:11][CH2:12]Br.C([O-])([O-])=O.[K+].[K+], predict the reaction product. The product is: [CH3:1][C:2]1[CH:8]=[CH:7][C:5]2[O:6][CH2:11][CH2:12][O:9][C:4]=2[CH:3]=1. (2) Given the reactants [OH:1][C@H:2]1[CH2:7][CH2:6][C@H:5]([N:8]2[C:13](=[O:14])[C:12]([CH2:15][C:16]3[CH:21]=[CH:20][C:19]([C:22]4[C:23]([C:28]#[N:29])=[CH:24][CH:25]=[CH:26][CH:27]=4)=[CH:18][C:17]=3[O:30][CH3:31])=[C:11]([CH2:32][CH2:33][CH3:34])[N:10]3[N:35]=[CH:36][CH:37]=[C:9]23)[CH2:4][CH2:3]1.[N+](=[CH:40][C:41]([O:43][CH2:44][CH3:45])=[O:42])=[N-].C(OCC)(=O)C.O, predict the reaction product. The product is: [C:28]([C:23]1[CH:24]=[CH:25][CH:26]=[CH:27][C:22]=1[C:19]1[CH:20]=[CH:21][C:16]([CH2:15][C:12]2[C:13](=[O:14])[N:8]([C@H:5]3[CH2:4][CH2:3][C@H:2]([O:1][CH2:40][C:41]([O:43][CH2:44][CH3:45])=[O:42])[CH2:7][CH2:6]3)[C:9]3[N:10]([N:35]=[CH:36][CH:37]=3)[C:11]=2[CH2:32][CH2:33][CH3:34])=[C:17]([O:30][CH3:31])[CH:18]=1)#[N:29]. (3) The product is: [CH2:34]([N:30]([CH2:23][C:24]1[CH:29]=[CH:28][CH:27]=[CH:26][CH:25]=1)[CH2:31][CH2:32][O:12][CH2:11][CH2:10][CH2:9][O:8][CH2:1][C:2]1[CH:3]=[CH:4][CH:5]=[CH:6][CH:7]=1)[C:35]1[CH:40]=[CH:39][CH:38]=[CH:37][CH:36]=1. Given the reactants [CH2:1]([O:8][CH2:9][CH2:10][CH2:11][O:12]S(C1C=CC(C)=CC=1)(=O)=O)[C:2]1[CH:7]=[CH:6][CH:5]=[CH:4][CH:3]=1.[CH2:23]([N:30]([CH2:34][C:35]1[CH:40]=[CH:39][CH:38]=[CH:37][CH:36]=1)[CH2:31][CH2:32]O)[C:24]1[CH:29]=[CH:28][CH:27]=[CH:26][CH:25]=1.[OH-].[Na+], predict the reaction product. (4) Given the reactants [CH2:1]([O:3][C:4](=[O:34])[CH2:5][C:6]1[CH:7]=[C:8]([C:14]2[CH:19]=[CH:18][C:17]([C:20]3[CH:21]=[C:22]4[C:27](=[CH:28][CH:29]=3)[N:26]=[CH:25][CH:24]=[CH:23]4)=[CH:16][C:15]=2[CH2:30][NH:31][CH2:32][CH3:33])[C:9]([O:12][CH3:13])=[CH:10][CH:11]=1)[CH3:2].[CH:35]1([C:38](Cl)=[O:39])[CH2:37][CH2:36]1, predict the reaction product. The product is: [CH2:1]([O:3][C:4](=[O:34])[CH2:5][C:6]1[CH:7]=[C:8]([C:14]2[CH:19]=[CH:18][C:17]([C:20]3[CH:21]=[C:22]4[C:27](=[CH:28][CH:29]=3)[N:26]=[CH:25][CH:24]=[CH:23]4)=[CH:16][C:15]=2[CH2:30][N:31]([C:38]([CH:35]2[CH2:37][CH2:36]2)=[O:39])[CH2:32][CH3:33])[C:9]([O:12][CH3:13])=[CH:10][CH:11]=1)[CH3:2].